Dataset: Reaction yield outcomes from USPTO patents with 853,638 reactions. Task: Predict the reaction yield, written as a fraction of the theoretical maximum amount of product (1.0 means a 100% yield; for example, 0.34 means a 34% yield). (1) The reactants are [C:1]([C:5]1[CH:23]=[C:8]2[N:9]=[C:10]([CH3:22])[C:11]([CH:14]([CH2:19][CH2:20][CH3:21])[C:15]([O:17][CH3:18])=[O:16])=[C:12](Cl)[N:7]2[N:6]=1)([CH3:4])([CH3:3])[CH3:2].[F:24][C:25]([F:36])([F:35])[C:26]1[CH:31]=[CH:30][C:29](B(O)O)=[CH:28][CH:27]=1.C(N(C(C)C)CC)(C)C. The catalyst is COCCOC.O. The product is [C:1]([C:5]1[CH:23]=[C:8]2[N:9]=[C:10]([CH3:22])[C:11]([CH:14]([CH2:19][CH2:20][CH3:21])[C:15]([O:17][CH3:18])=[O:16])=[C:12]([C:29]3[CH:30]=[CH:31][C:26]([C:25]([F:36])([F:35])[F:24])=[CH:27][CH:28]=3)[N:7]2[N:6]=1)([CH3:4])([CH3:3])[CH3:2]. The yield is 0.790. (2) The reactants are I[C:2]1[CH:12]=[CH:11][C:5]([C:6]([O:8][CH2:9][CH3:10])=[O:7])=[CH:4][CH:3]=1.Br[C:14]1[CH:19]=[CH:18][C:17]([C:20]([F:23])([F:22])[F:21])=[CH:16][C:15]=1[N+:24]([O-:26])=[O:25]. The catalyst is CCOC(C)=O.[Cu]. The product is [N+:24]([C:15]1[CH:16]=[C:17]([C:20]([F:21])([F:22])[F:23])[CH:18]=[CH:19][C:14]=1[C:2]1[CH:12]=[CH:11][C:5]([C:6]([O:8][CH2:9][CH3:10])=[O:7])=[CH:4][CH:3]=1)([O-:26])=[O:25]. The yield is 0.560. (3) The reactants are [OH-].[Na+].[Cl:3][C:4]1[C:9]2[O:10][CH:11]([CH3:13])[O:12][C:8]=2[CH:7]=[C:6]([C:14]([C@H:16]2[CH2:18][C@@H:17]2[C:19]([O:21]C)=[O:20])=[O:15])[CH:5]=1.Cl. The catalyst is O1CCOCC1. The product is [Cl:3][C:4]1[C:9]2[O:10][CH:11]([CH3:13])[O:12][C:8]=2[CH:7]=[C:6]([C:14]([C@H:16]2[CH2:18][C@@H:17]2[C:19]([OH:21])=[O:20])=[O:15])[CH:5]=1. The yield is 0.460. (4) The reactants are [ClH:1].[OH:2][C@H:3]1[CH2:7][CH2:6][NH:5][C@@H:4]1[C:8]([OH:10])=[O:9].[CH3:11]O. No catalyst specified. The product is [ClH:1].[CH3:11][O:9][C:8]([C@@H:4]1[C@@H:3]([OH:2])[CH2:7][CH2:6][NH:5]1)=[O:10]. The yield is 0.937. (5) The reactants are C(B1O[C:9]([CH3:11])([CH3:10])[C:6]([CH3:8])([CH3:7])O1)(C)=C.ClC1C=[C:22]2[C:17]([C:18]([C:28]3[CH:33]=[CH:32][C:31]([O:34][CH3:35])=[CH:30][C:29]=3[F:36])=[CH:19][C:20]([C:24]([O:26][CH3:27])=[O:25])=[N:21]2)=[CH:16]C=1.[O-]P([O-])([O-])=O.[K+].[K+].[K+].O1CCOCC1. The catalyst is CCOC(C)=O.C([O-])(=O)C.[Pd+2].C([O-])(=O)C.C(P(C(C)(C)C)[C-]1C=CC=C1)(C)(C)C.[C-]1(P(C(C)(C)C)C(C)(C)C)C=CC=C1.[Fe+2].O. The product is [F:36][C:29]1[CH:30]=[C:31]([O:34][CH3:35])[CH:32]=[CH:33][C:28]=1[C:18]1[C:17]2[C:22](=[CH:11][C:9]([C:6]([CH3:7])=[CH2:8])=[CH:10][CH:16]=2)[N:21]=[C:20]([C:24]([O:26][CH3:27])=[O:25])[CH:19]=1. The yield is 0.649. (6) The reactants are OC[N:3]1[C:11]2[C:6](=[CH:7][CH:8]=[CH:9][CH:10]=2)[C:5]([CH2:23][OH:24])([C:12]2[C:21](O)=[CH:20][C:15]3[N:16]=[C:17]([CH3:19])[S:18][C:14]=3[CH:13]=2)[C:4]1=[O:25].C(P(CCCC)CCCC)CCC.N(C(OCC)=O)=NC(OCC)=O.N.Cl. The catalyst is O1CCCC1. The product is [CH3:19][C:17]1[S:18][C:14]2[CH:13]=[C:12]3[C:5]4([CH2:23][O:24][C:21]3=[CH:20][C:15]=2[N:16]=1)[C:6]1[C:11](=[CH:10][CH:9]=[CH:8][CH:7]=1)[NH:3][C:4]4=[O:25]. The yield is 0.700. (7) The reactants are Br[C:2]1[CH:7]=[C:6]([F:8])[C:5]([OH:9])=[C:4]([F:10])[CH:3]=1.C(N(CC)CC)C.[C:18]1([C:23]([O:25][CH3:26])=[O:24])[CH2:22][CH2:21][CH2:20][CH:19]=1.CC1C(P(C2C(C)=CC=CC=2)C2C(C)=CC=CC=2)=CC=CC=1. The catalyst is C([O-])(=O)C.[Pd+2].C([O-])(=O)C.CCOC(C)=O. The product is [F:10][C:4]1[CH:3]=[C:2]([C:19]2[CH2:20][CH2:21][CH2:22][C:18]=2[C:23]([O:25][CH3:26])=[O:24])[CH:7]=[C:6]([F:8])[C:5]=1[OH:9]. The yield is 0.890. (8) The reactants are [F:1][C:2]1[CH:7]=[CH:6][C:5]([CH2:8][CH2:9][S:10][CH:11]([C:22]([O:24][CH2:25][C:26]([Cl:29])([Cl:28])[Cl:27])=[O:23])[CH2:12][C:13]2[CH:21]=[CH:20][C:16]([C:17]([OH:19])=[O:18])=[CH:15][CH:14]=2)=[CH:4][CH:3]=1.[C:30]1([C:36]2[O:37][C:38]([C:43]([F:46])([F:45])[F:44])=[C:39]([CH2:41]O)[N:40]=2)[CH:35]=[CH:34][CH:33]=[CH:32][CH:31]=1. The catalyst is C(Cl)Cl.CN(C1C=CN=CC=1)C. The product is [C:30]1([C:36]2[O:37][C:38]([C:43]([F:46])([F:45])[F:44])=[C:39]([CH2:41][O:18][C:17](=[O:19])[C:16]3[CH:20]=[CH:21][C:13]([CH2:12][CH:11]([S:10][CH2:9][CH2:8][C:5]4[CH:6]=[CH:7][C:2]([F:1])=[CH:3][CH:4]=4)[C:22]([O:24][CH2:25][C:26]([Cl:29])([Cl:27])[Cl:28])=[O:23])=[CH:14][CH:15]=3)[N:40]=2)[CH:31]=[CH:32][CH:33]=[CH:34][CH:35]=1. The yield is 0.566. (9) The reactants are [CH3:1][C:2]1([CH3:18])[CH2:7][CH:6](O)[CH:5]=[C:4]([C:9]2[CH:14]=[CH:13][N:12]=[CH:11][C:10]=2[N+:15]([O-:17])=[O:16])[CH2:3]1.C1(P(C2C=CC=CC=2)C2C=CC=CC=2)C=CC=CC=1.[C:38]1(=[O:48])[NH:42][C:41](=[O:43])[C:40]2=[CH:44][CH:45]=[CH:46][CH:47]=[C:39]12.N(C(OC(C)(C)C)=O)=NC(OC(C)(C)C)=O. The catalyst is C1COCC1. The product is [CH3:1][C:2]1([CH3:18])[CH2:7][CH:6]([N:42]2[C:38](=[O:48])[C:39]3[C:40](=[CH:44][CH:45]=[CH:46][CH:47]=3)[C:41]2=[O:43])[CH:5]=[C:4]([C:9]2[CH:14]=[CH:13][N:12]=[CH:11][C:10]=2[N+:15]([O-:17])=[O:16])[CH2:3]1. The yield is 0.990.